This data is from Forward reaction prediction with 1.9M reactions from USPTO patents (1976-2016). The task is: Predict the product of the given reaction. Given the reactants [CH3:1][C:2]1[S:3][C:4]([C:10]2[CH:15]=[CH:14][CH:13]=[CH:12][CH:11]=2)=[C:5]([C:7]([OH:9])=O)[N:6]=1.C(Cl)(=O)C(Cl)=O.[CH3:22][C:23]1[C:24]2[N:25]([CH:29]=[C:30]([CH2:32][C@@H:33]3[CH2:38][CH2:37][CH2:36][CH2:35][NH:34]3)[N:31]=2)[CH:26]=[CH:27][CH:28]=1, predict the reaction product. The product is: [CH3:22][C:23]1[C:24]2[N:25]([CH:29]=[C:30]([CH2:32][C@@H:33]3[CH2:38][CH2:37][CH2:36][CH2:35][N:34]3[C:7]([C:5]3[N:6]=[C:2]([CH3:1])[S:3][C:4]=3[C:10]3[CH:15]=[CH:14][CH:13]=[CH:12][CH:11]=3)=[O:9])[N:31]=2)[CH:26]=[CH:27][CH:28]=1.